This data is from Full USPTO retrosynthesis dataset with 1.9M reactions from patents (1976-2016). The task is: Predict the reactants needed to synthesize the given product. (1) Given the product [Br:20][C:3]1[C:2]([OH:1])=[C:11]([CH3:12])[CH:10]=[C:9]2[C:4]=1[CH:5]=[CH:6][CH:7]=[N:8]2, predict the reactants needed to synthesize it. The reactants are: [OH:1][C:2]1[CH:3]=[C:4]2[C:9](=[CH:10][C:11]=1[CH3:12])[N:8]=[CH:7][CH:6]=[CH:5]2.C1C(=O)N([Br:20])C(=O)C1.N(C(C)(C)C#N)=NC(C)(C)C#N.O. (2) Given the product [Br:1][C:2]1[CH:7]=[CH:6][C:5]([O:8][CH2:16][C:17]2([CH3:20])[CH2:19][O:18]2)=[CH:4][CH:3]=1, predict the reactants needed to synthesize it. The reactants are: [Br:1][C:2]1[CH:7]=[CH:6][C:5]([OH:8])=[CH:4][CH:3]=1.C(=O)([O-])[O-].[K+].[K+].Cl[CH2:16][C:17]1([CH3:20])[CH2:19][O:18]1. (3) Given the product [Cl:11][C:3]1[C:2]([CH:12]=[CH2:13])=[CH:9][CH:8]=[C:7]([F:10])[C:4]=1[C:5]#[N:6], predict the reactants needed to synthesize it. The reactants are: Br[C:2]1[C:3]([Cl:11])=[C:4]([C:7]([F:10])=[CH:8][CH:9]=1)[C:5]#[N:6].[CH2:12](N(CC)CC)[CH3:13]. (4) Given the product [O:25]=[C:19]1[CH:18]([N:12]2[CH2:11][C:10]3[C:14](=[CH:15][CH:16]=[C:8]([CH2:7][NH:6][C:33]([NH:32][C:29]4[CH:30]=[CH:31][C:26]([CH3:35])=[CH:27][CH:28]=4)=[O:34])[CH:9]=3)[C:13]2=[O:17])[CH2:23][CH2:22][C:21](=[O:24])[NH:20]1, predict the reactants needed to synthesize it. The reactants are: CS(O)(=O)=O.[NH2:6][CH2:7][C:8]1[CH:9]=[C:10]2[C:14](=[CH:15][CH:16]=1)[C:13](=[O:17])[N:12]([CH:18]1[CH2:23][CH2:22][C:21](=[O:24])[NH:20][C:19]1=[O:25])[CH2:11]2.[C:26]1([CH3:35])[CH:31]=[CH:30][C:29]([N:32]=[C:33]=[O:34])=[CH:28][CH:27]=1.Cl.